Dataset: CYP1A2 inhibition data for predicting drug metabolism from PubChem BioAssay. Task: Regression/Classification. Given a drug SMILES string, predict its absorption, distribution, metabolism, or excretion properties. Task type varies by dataset: regression for continuous measurements (e.g., permeability, clearance, half-life) or binary classification for categorical outcomes (e.g., BBB penetration, CYP inhibition). Dataset: cyp1a2_veith. The drug is Cc1cc(C(F)(F)F)nc(SCC(=O)c2cccc([N+](=O)[O-])c2)n1. The result is 1 (inhibitor).